The task is: Predict the product of the given reaction.. This data is from Forward reaction prediction with 1.9M reactions from USPTO patents (1976-2016). (1) Given the reactants Br[C:2]1[CH:3]=[C:4]([CH2:21][C:22]([OH:24])=[O:23])[CH:5]=[C:6]([O:8][C:9]2[CH:14]=[CH:13][C:12]([S:15]([CH2:18][CH3:19])(=[O:17])=[O:16])=[CH:11][C:10]=2[Cl:20])[CH:7]=1.[C:25]1(B(O)O)[CH:30]=[CH:29][CH:28]=[CH:27][CH:26]=1.C(=O)([O-])[O-].[Na+].[Na+], predict the reaction product. The product is: [Cl:20][C:10]1[CH:11]=[C:12]([S:15]([CH2:18][CH3:19])(=[O:17])=[O:16])[CH:13]=[CH:14][C:9]=1[O:8][C:6]1[CH:5]=[C:4]([CH2:21][C:22]([OH:24])=[O:23])[CH:3]=[C:2]([C:25]2[CH:30]=[CH:29][CH:28]=[CH:27][CH:26]=2)[CH:7]=1. (2) Given the reactants Br[CH2:2][C:3]([C:5]1[CH:14]=[CH:13][C:8]2[O:9][CH2:10][CH2:11][O:12][C:7]=2[CH:6]=1)=[O:4].[N+:15]([C:18]1[CH:23]=[CH:22][C:21]([OH:24])=[CH:20][CH:19]=1)([O-:17])=[O:16].C(=O)([O-])[O-].[Cs+].[Cs+], predict the reaction product. The product is: [O:9]1[C:8]2[CH:13]=[CH:14][C:5]([C:3](=[O:4])[CH2:2][O:24][C:21]3[CH:22]=[CH:23][C:18]([N+:15]([O-:17])=[O:16])=[CH:19][CH:20]=3)=[CH:6][C:7]=2[O:12][CH2:11][CH2:10]1. (3) Given the reactants [C:1]([O:5][C:6]([NH:8][CH:9]1[CH2:13][CH2:12][NH:11][CH2:10]1)=[O:7])([CH3:4])([CH3:3])[CH3:2].C(N(CC)CC)C.[Cl:21][C:22]1[CH:23]=[C:24]([N:29]2[C:38]3[C:33](=[CH:34][C:35]([F:40])=[C:36](F)[CH:37]=3)[C:32](=[O:41])[N:31]([O:42][CH2:43][C:44]3[CH:49]=[CH:48][CH:47]=[CH:46][CH:45]=3)[C:30]2=[O:50])[CH:25]=[CH:26][C:27]=1[F:28], predict the reaction product. The product is: [Cl:21][C:22]1[CH:23]=[C:24]([N:29]2[C:38]3[C:33](=[CH:34][C:35]([F:40])=[C:36]([N:11]4[CH2:12][CH2:13][CH:9]([NH:8][C:6]([O:5][C:1]([CH3:4])([CH3:2])[CH3:3])=[O:7])[CH2:10]4)[CH:37]=3)[C:32](=[O:41])[N:31]([O:42][CH2:43][C:44]3[CH:49]=[CH:48][CH:47]=[CH:46][CH:45]=3)[C:30]2=[O:50])[CH:25]=[CH:26][C:27]=1[F:28].